Predict which catalyst facilitates the given reaction. From a dataset of Catalyst prediction with 721,799 reactions and 888 catalyst types from USPTO. (1) The catalyst class is: 78. Product: [CH2:1]([NH:8][S:9]([CH2:12][C:13]1[CH:14]=[CH:15][C:16]([CH2:17][C:18]2[CH:19]=[CH:20][C:21]([NH2:24])=[CH:22][CH:23]=2)=[CH:27][CH:28]=1)(=[O:11])=[O:10])[C:2]1[CH:3]=[CH:4][CH:5]=[CH:6][CH:7]=1. Reactant: [CH2:1]([NH:8][S:9]([CH2:12][C:13]1[CH:28]=[CH:27][C:16]([CH2:17][C:18]2[CH:23]=[CH:22][C:21]([N+:24]([O-])=O)=[CH:20][CH:19]=2)=[CH:15][CH:14]=1)(=[O:11])=[O:10])[C:2]1[CH:7]=[CH:6][CH:5]=[CH:4][CH:3]=1. (2) Reactant: C(OC([N:8]1[C:16]2[C:11](=[CH:12][C:13]([S:17][C:18]3[CH:23]=[CH:22][CH:21]=[CH:20][C:19]=3[CH2:24][N:25](C(OC(C)(C)C)=O)[CH3:26])=[CH:14][CH:15]=2)[CH:10]=[CH:9]1)=O)(C)(C)C.Cl. Product: [NH:8]1[C:16]2[C:11](=[CH:12][C:13]([S:17][C:18]3[CH:23]=[CH:22][CH:21]=[CH:20][C:19]=3[CH2:24][NH:25][CH3:26])=[CH:14][CH:15]=2)[CH:10]=[CH:9]1. The catalyst class is: 459.